Task: Binary Classification. Given a drug SMILES string, predict its activity (active/inactive) in a high-throughput screening assay against a specified biological target.. Dataset: Cav3 T-type calcium channel HTS with 100,875 compounds (1) The drug is O=C(Nc1c(cc(cc1)C)C)c1c(CCc2ccccc2)cccc1. The result is 0 (inactive). (2) The molecule is Clc1cc(CNc2n(C(C)C)c3c(n2)cccc3)c(O)cc1. The result is 0 (inactive). (3) The compound is O1C(=C(C(c2c(OC)ccc(OC)c2)C(=C1N)C#N)C(OC)=O)C. The result is 0 (inactive). (4) The result is 0 (inactive). The molecule is O=C1N(CCC1)c1cc(ccc1)C(=O)NCCc1cc(OCC)c(OCC)cc1. (5) The compound is O(c1cc2c([nH]c(c(CN(C)C)c2=O)C)cc1)CC. The result is 0 (inactive). (6) The molecule is s1c(c2nc(on2)CCC(=O)NCc2ccc(cc2)C)ccc1. The result is 1 (active).